From a dataset of Reaction yield outcomes from USPTO patents with 853,638 reactions. Predict the reaction yield, written as a fraction of the theoretical maximum amount of product (1.0 means a 100% yield; for example, 0.34 means a 34% yield). The reactants are [CH3:1][O:2][CH2:3][CH2:4][N:5]1[CH2:11][CH2:10][C:9]2[CH:12]=[C:13]([NH2:16])[CH:14]=[CH:15][C:8]=2[CH2:7][CH2:6]1.Cl[C:18]1[N:23]=[C:22]([NH:24][C:25]([CH3:33])([CH3:32])[CH2:26][NH:27][S:28]([CH3:31])(=[O:30])=[O:29])[C:21]([Cl:34])=[CH:20][N:19]=1.C12(CS(O)(=O)=O)C(C)(C)C(CC1)CC2=O. The catalyst is CC(O)C. The product is [Cl:34][C:21]1[C:22]([NH:24][C:25]([CH3:33])([CH3:32])[CH2:26][NH:27][S:28]([CH3:31])(=[O:30])=[O:29])=[N:23][C:18]([NH:16][C:13]2[CH:14]=[CH:15][C:8]3[CH2:7][CH2:6][N:5]([CH2:4][CH2:3][O:2][CH3:1])[CH2:11][CH2:10][C:9]=3[CH:12]=2)=[N:19][CH:20]=1. The yield is 0.630.